Dataset: Full USPTO retrosynthesis dataset with 1.9M reactions from patents (1976-2016). Task: Predict the reactants needed to synthesize the given product. (1) Given the product [CH2:37]([O:36][C:25]1[C:26]([CH:33]([CH3:34])[CH3:35])=[CH:27][C:28]([CH:30]([CH3:32])[CH3:31])=[CH:29][C:24]=1[C:21]1[N:19]2[CH:20]=[C:15]([CH2:13][OH:12])[CH:16]=[CH:17][C:18]2=[N:23][CH:22]=1)[CH3:38], predict the reactants needed to synthesize it. The reactants are: [H-].C([Al+]CC(C)C)C(C)C.C[O:12][C:13]([C:15]1[CH:16]=[CH:17][C:18]2[N:19]([C:21]([C:24]3[CH:29]=[C:28]([CH:30]([CH3:32])[CH3:31])[CH:27]=[C:26]([CH:33]([CH3:35])[CH3:34])[C:25]=3[O:36][CH2:37][CH3:38])=[CH:22][N:23]=2)[CH:20]=1)=O. (2) Given the product [Cl:2][C:3]1[C:11]2[C:6](=[N:7][CH:8]=[CH:9][CH:10]=2)[N:5]([C:12]2[CH:17]=[CH:16][CH:15]=[C:14]([F:18])[CH:13]=2)[C:4]=1[CH:19]([NH2:21])[CH3:20], predict the reactants needed to synthesize it. The reactants are: Cl.[Cl:2][C:3]1[C:11]2[C:6](=[N:7][CH:8]=[CH:9][CH:10]=2)[N:5]([C:12]2[CH:17]=[CH:16][CH:15]=[C:14]([F:18])[CH:13]=2)[C:4]=1[CH:19]([NH:21]C(=O)OC(C)(C)C)[CH3:20]. (3) Given the product [CH2:50]([N:48]([CH3:49])[CH:45]1[CH2:44][CH2:43][CH:42]([C:34]2[CH:33]=[CH:32][C:31]([NH:30][C:2]3[C:7]([C:8]([F:10])([F:11])[F:9])=[CH:6][N:5]=[C:4]([NH:12][C:13]4[CH:27]=[CH:26][C:16]([CH2:17][P:18](=[O:25])([O:19][CH2:20][CH3:21])[O:22][CH2:23][CH3:24])=[CH:15][C:14]=4[O:28][CH3:29])[N:3]=3)=[C:39]3[C:35]=2[CH2:36][N:37]([CH3:41])[C:38]3=[O:40])[CH2:47][CH2:46]1)[CH3:51], predict the reactants needed to synthesize it. The reactants are: Cl[C:2]1[C:7]([C:8]([F:11])([F:10])[F:9])=[CH:6][N:5]=[C:4]([NH:12][C:13]2[CH:27]=[CH:26][C:16]([CH2:17][P:18](=[O:25])([O:22][CH2:23][CH3:24])[O:19][CH2:20][CH3:21])=[CH:15][C:14]=2[O:28][CH3:29])[N:3]=1.[NH2:30][C:31]1[CH:32]=[CH:33][C:34]([CH:42]2[CH2:47][CH2:46][CH:45]([N:48]([CH2:50][CH3:51])[CH3:49])[CH2:44][CH2:43]2)=[C:35]2[C:39]=1[C:38](=[O:40])[N:37]([CH3:41])[CH2:36]2. (4) Given the product [C:1]([O:9][CH:10]([C@@H:13]1[CH2:17][C@@H:16]([OH:18])[C@H:15]([N:22]2[C:26]3[N:27]=[C:28]([NH2:32])[NH:29][C:30](=[O:31])[C:25]=3[S:24][C:23]2=[O:33])[O:14]1)[CH2:11][CH3:12])(=[O:8])[C:2]1[CH:7]=[CH:6][CH:5]=[CH:4][CH:3]=1, predict the reactants needed to synthesize it. The reactants are: [C:1]([O:9][CH:10]([C@@H:13]1[CH2:17][C@@H:16]([O:18]C(=O)C)[C@H:15]([N:22]2[C:26]3[N:27]=[C:28]([NH2:32])[NH:29][C:30](=[O:31])[C:25]=3[S:24][C:23]2=[O:33])[O:14]1)[CH2:11][CH3:12])(=[O:8])[C:2]1[CH:7]=[CH:6][CH:5]=[CH:4][CH:3]=1.C([O-])([O-])=O.[K+].[K+].CC(O)=O. (5) Given the product [CH2:1]1[C:9]2[C:4](=[CH:5][CH:6]=[CH:7][CH:8]=2)[CH2:3][N:2]1[N:10]([CH3:39])[C:11](=[O:38])[CH2:12][N:13]([C:30]1[CH:35]=[CH:34][C:33]([N:45]2[CH2:44][CH:43]([C:46]([O:48][CH3:49])=[O:47])[CH2:42][C:41]2=[O:40])=[CH:32][C:31]=1[CH3:37])[CH2:14][C:15]([NH:17][CH2:18][CH2:19][N:20]([C:23]([O:25][C:26]([CH3:29])([CH3:28])[CH3:27])=[O:24])[CH2:21][CH3:22])=[O:16], predict the reactants needed to synthesize it. The reactants are: [CH2:1]1[C:9]2[C:4](=[CH:5][CH:6]=[CH:7][CH:8]=2)[CH2:3][N:2]1[N:10]([CH3:39])[C:11](=[O:38])[CH2:12][N:13]([C:30]1[CH:35]=[CH:34][C:33](I)=[CH:32][C:31]=1[CH3:37])[CH2:14][C:15]([NH:17][CH2:18][CH2:19][N:20]([C:23]([O:25][C:26]([CH3:29])([CH3:28])[CH3:27])=[O:24])[CH2:21][CH3:22])=[O:16].[O:40]=[C:41]1[NH:45][CH2:44][CH:43]([C:46]([O:48][CH3:49])=[O:47])[CH2:42]1. (6) Given the product [F:28][C:23]1[CH:24]=[CH:25][CH:26]=[CH:27][C:22]=1[O:21][CH2:20][CH:16]1[CH2:17][CH2:18][CH2:19][N:14]([CH2:13][CH2:12][C:8]2[NH:7][C:6](=[O:5])[CH:11]=[N:10][CH:9]=2)[CH2:15]1, predict the reactants needed to synthesize it. The reactants are: C([O:5][C:6]1[CH:11]=[N:10][CH:9]=[C:8]([CH2:12][CH2:13][N:14]2[CH2:19][CH2:18][CH2:17][CH:16]([CH2:20][O:21][C:22]3[CH:27]=[CH:26][CH:25]=[CH:24][C:23]=3[F:28])[CH2:15]2)[N:7]=1)(C)(C)C.C(=O)(O)[O-].[Na+].ClCCl.